From a dataset of NCI-60 drug combinations with 297,098 pairs across 59 cell lines. Regression. Given two drug SMILES strings and cell line genomic features, predict the synergy score measuring deviation from expected non-interaction effect. (1) Drug 1: CS(=O)(=O)OCCCCOS(=O)(=O)C. Drug 2: CC1C(C(CC(O1)OC2CC(CC3=C2C(=C4C(=C3O)C(=O)C5=C(C4=O)C(=CC=C5)OC)O)(C(=O)CO)O)N)O.Cl. Cell line: UACC-257. Synergy scores: CSS=39.8, Synergy_ZIP=0.957, Synergy_Bliss=-0.370, Synergy_Loewe=-31.3, Synergy_HSA=-0.231. (2) Drug 1: CC12CCC3C(C1CCC2=O)CC(=C)C4=CC(=O)C=CC34C. Drug 2: CN1C(=O)N2C=NC(=C2N=N1)C(=O)N. Cell line: SF-295. Synergy scores: CSS=40.7, Synergy_ZIP=-0.407, Synergy_Bliss=0.298, Synergy_Loewe=-5.29, Synergy_HSA=0.992. (3) Drug 1: C1=CC=C(C=C1)NC(=O)CCCCCCC(=O)NO. Drug 2: CC1C(C(CC(O1)OC2CC(OC(C2O)C)OC3=CC4=CC5=C(C(=O)C(C(C5)C(C(=O)C(C(C)O)O)OC)OC6CC(C(C(O6)C)O)OC7CC(C(C(O7)C)O)OC8CC(C(C(O8)C)O)(C)O)C(=C4C(=C3C)O)O)O)O. Cell line: HCT-15. Synergy scores: CSS=37.8, Synergy_ZIP=-13.3, Synergy_Bliss=-9.20, Synergy_Loewe=-7.12, Synergy_HSA=-8.13. (4) Drug 1: CCC1=CC2CC(C3=C(CN(C2)C1)C4=CC=CC=C4N3)(C5=C(C=C6C(=C5)C78CCN9C7C(C=CC9)(C(C(C8N6C)(C(=O)OC)O)OC(=O)C)CC)OC)C(=O)OC.C(C(C(=O)O)O)(C(=O)O)O. Drug 2: CN(C)C1=NC(=NC(=N1)N(C)C)N(C)C. Cell line: SK-MEL-5. Synergy scores: CSS=20.5, Synergy_ZIP=0.366, Synergy_Bliss=0.412, Synergy_Loewe=-38.2, Synergy_HSA=-3.74. (5) Drug 1: C1=CC(=CC=C1CCCC(=O)O)N(CCCl)CCCl. Drug 2: C1C(C(OC1N2C=NC3=C2NC=NCC3O)CO)O. Cell line: OVCAR-5. Synergy scores: CSS=-0.791, Synergy_ZIP=-6.56, Synergy_Bliss=-9.45, Synergy_Loewe=-14.2, Synergy_HSA=-8.30.